Dataset: Catalyst prediction with 721,799 reactions and 888 catalyst types from USPTO. Task: Predict which catalyst facilitates the given reaction. Reactant: [F:1][C:2]1[CH:13]=[CH:12][CH:11]=[CH:10][C:3]=1[CH2:4][N:5]([CH2:7][CH2:8]Cl)[CH3:6].[CH3:14][C:15]([C:17]1[CH:18]=[CH:19][C:20](O)=[CH:21][CH:22]=1)=[O:16].C([O-])([O-])=[O:25].[K+].[K+]. Product: [F:1][C:2]1[CH:13]=[CH:12][CH:11]=[CH:10][C:3]=1[CH2:4][N:5]([CH2:7][CH2:8][O:25][CH2:14][C:15]([C:17]1[CH:18]=[CH:19][CH:20]=[CH:21][CH:22]=1)=[O:16])[CH3:6]. The catalyst class is: 3.